Dataset: Full USPTO retrosynthesis dataset with 1.9M reactions from patents (1976-2016). Task: Predict the reactants needed to synthesize the given product. Given the product [C:11]([O:10][C:8]([N:5]1[CH2:6][CH2:7][C@H:3]([CH2:2][NH:1][C:21](=[O:22])[C:20]2[CH:24]=[CH:25][C:17]([O:16][CH3:15])=[CH:18][CH:19]=2)[CH2:4]1)=[O:9])([CH3:14])([CH3:13])[CH3:12], predict the reactants needed to synthesize it. The reactants are: [NH2:1][CH2:2][C@H:3]1[CH2:7][CH2:6][N:5]([C:8]([O:10][C:11]([CH3:14])([CH3:13])[CH3:12])=[O:9])[CH2:4]1.[CH3:15][O:16][C:17]1[CH:25]=[CH:24][C:20]([C:21](O)=[O:22])=[CH:19][CH:18]=1.